Dataset: Peptide-MHC class I binding affinity with 185,985 pairs from IEDB/IMGT. Task: Regression. Given a peptide amino acid sequence and an MHC pseudo amino acid sequence, predict their binding affinity value. This is MHC class I binding data. (1) The peptide sequence is LTTANFHTL. The binding affinity (normalized) is 0.326. The MHC is H-2-Db with pseudo-sequence H-2-Db. (2) The binding affinity (normalized) is 0.185. The peptide sequence is IAVFDSKLI. The MHC is HLA-A68:02 with pseudo-sequence HLA-A68:02. (3) The peptide sequence is KVRDRNFQL. The MHC is HLA-A02:01 with pseudo-sequence HLA-A02:01. The binding affinity (normalized) is 0.0847. (4) The peptide sequence is TFMDGTPEL. The MHC is HLA-B39:01 with pseudo-sequence HLA-B39:01. The binding affinity (normalized) is 0.607. (5) The peptide sequence is LEKAAEVSW. The MHC is HLA-B44:03 with pseudo-sequence HLA-B44:03. The binding affinity (normalized) is 0.397.